Dataset: TCR-epitope binding with 47,182 pairs between 192 epitopes and 23,139 TCRs. Task: Binary Classification. Given a T-cell receptor sequence (or CDR3 region) and an epitope sequence, predict whether binding occurs between them. (1) The epitope is LLQTGIHVRVSQPSL. The TCR CDR3 sequence is CSAIPFRPGGLNEQFF. Result: 1 (the TCR binds to the epitope). (2) The epitope is AIMTRCLAV. The TCR CDR3 sequence is CASSASRDRGYTDTQYF. Result: 0 (the TCR does not bind to the epitope). (3) Result: 1 (the TCR binds to the epitope). The epitope is KLGGALQAK. The TCR CDR3 sequence is CASSEGRTLNQPQHF. (4) The epitope is SGPLKAEIAQRLED. The TCR CDR3 sequence is CSARDLLAETYEQYF. Result: 0 (the TCR does not bind to the epitope). (5) The epitope is TEKSNIIRGW. The TCR CDR3 sequence is CSARDLSPLGQGSSYNSPLHF. Result: 0 (the TCR does not bind to the epitope). (6) The TCR CDR3 sequence is CASSDPRVGNQPQHF. Result: 1 (the TCR binds to the epitope). The epitope is YLNTLTLAV.